From a dataset of Full USPTO retrosynthesis dataset with 1.9M reactions from patents (1976-2016). Predict the reactants needed to synthesize the given product. (1) Given the product [O:4]1[C:8]2[CH:9]=[CH:10][CH:11]=[C:12]([N:13]3[CH2:18][CH2:17][N:16]([CH2:19][CH2:20][C@H:21]4[CH2:26][CH2:25][C@H:24]([NH:27][C:32](=[O:33])[CH2:31][CH:28]5[CH2:30][CH2:29]5)[CH2:23][CH2:22]4)[CH2:15][CH2:14]3)[C:7]=2[O:6][CH2:5]1, predict the reactants needed to synthesize it. The reactants are: Cl.Cl.Cl.[O:4]1[C:8]2[CH:9]=[CH:10][CH:11]=[C:12]([N:13]3[CH2:18][CH2:17][N:16]([CH2:19][CH2:20][C@H:21]4[CH2:26][CH2:25][C@H:24]([NH2:27])[CH2:23][CH2:22]4)[CH2:15][CH2:14]3)[C:7]=2[O:6][CH2:5]1.[CH:28]1([CH2:31][C:32](O)=[O:33])[CH2:30][CH2:29]1. (2) Given the product [N:3]1[C:4]2[CH2:5][CH:10]([NH2:9])[CH2:11][C:12]=2[CH:13]=[CH:7][CH:6]=1, predict the reactants needed to synthesize it. The reactants are: C([N:3]([CH2:6][CH3:7])[CH2:4][CH3:5])C.Cl.[N:9]1C2CC(C(O)=O)C[C:13]=2[CH:12]=[CH:11][CH:10]=1.ClC(OCC)=O.[N-]=[N+]=[N-].[Na+]. (3) Given the product [N:23]1[C:24]2[CH:30]=[CH:29][CH:28]=[CH:27][C:25]=2[N:26]=[C:21]([N:15]2[CH2:16][CH2:17][N:18]([CH2:2][C:3]([NH:5][C:6]3[C:7]([C:11]([O:13][CH3:14])=[O:12])=[CH:8][S:9][CH:10]=3)=[O:4])[CH2:19][CH2:20]2)[N:22]=1, predict the reactants needed to synthesize it. The reactants are: Cl[CH2:2][C:3]([NH:5][C:6]1[C:7]([C:11]([O:13][CH3:14])=[O:12])=[CH:8][S:9][CH:10]=1)=[O:4].[N:15]1([C:21]2[N:22]=[N:23][C:24]3[CH:30]=[CH:29][CH:28]=[CH:27][C:25]=3[N:26]=2)[CH2:20][CH2:19][NH:18][CH2:17][CH2:16]1.CCN(C(C)C)C(C)C. (4) Given the product [CH3:45][N:44]([CH3:46])[CH2:42][CH2:41][O:10][C:8]1[CH:7]=[CH:6][C:36]([CH2:37][CH2:32][CH2:31][NH:3][C:4]2[CH:9]=[C:8]([O:10][CH3:11])[C:7]([O:12][CH3:13])=[CH:6][C:5]=2[C@@H:14]2[CH2:23][CH2:22][C:21]3[CH:20]=[C:19]([OH:24])[CH:18]=[CH:17][C:16]=3[CH2:15]2)=[CH:35][CH:34]=1, predict the reactants needed to synthesize it. The reactants are: C([N:3]([C:31](=O)[C:32]1[CH:37]=[CH:36][C:35](O)=[CH:34]C=1)[C:4]1[CH:9]=[C:8]([O:10][CH3:11])[C:7]([O:12][CH3:13])=[CH:6][C:5]=1[C:14]1[CH:15]=[C:16]2[C:21](=[CH:22][CH:23]=1)[CH2:20][C@H:19]([O:24]C(=O)C(C)(C)C)[CH2:18][CH2:17]2)C.Cl[CH2:41][C:42]([N:44]([CH3:46])[CH3:45])=O. (5) Given the product [OH:8][C@H:9]1[CH2:14][CH2:13][C@H:12]([N:15]2[C:23]3[CH:22]=[CH:21][NH:20][C:19](=[O:24])[C:18]=3[C:17]([C:26]3[CH:31]=[CH:30][C:29]([S:32]([NH2:35])(=[O:34])=[O:33])=[CH:28][CH:27]=3)=[CH:16]2)[CH2:11][CH2:10]1, predict the reactants needed to synthesize it. The reactants are: [Si]([O:8][C@H:9]1[CH2:14][CH2:13][C@H:12]([N:15]2[C:23]3[CH:22]=[CH:21][N:20]=[C:19]([O:24]C)[C:18]=3[C:17]([C:26]3[CH:31]=[CH:30][C:29]([S:32]([NH2:35])(=[O:34])=[O:33])=[CH:28][CH:27]=3)=[CH:16]2)[CH2:11][CH2:10]1)(C(C)(C)C)(C)C.[I-].[Na+].Cl[Si](C)(C)C.C(=O)([O-])O.[Na+]. (6) Given the product [C:34]1([CH:33]([C:41]2[CH:42]=[N:43][CH:44]=[CH:45][CH:46]=2)[OH:40])[CH:35]=[CH:36][CH:37]=[CH:38][CH:39]=1, predict the reactants needed to synthesize it. The reactants are: C1([C@@]2(CO)CCCN2C2C=CC=CC=2)C=CC=CC=1.B([O-])([O-])[O-].C1COCC1.CS(C)=O.[C:33]([C:41]1[CH:42]=[N:43][CH:44]=[CH:45][CH:46]=1)(=[O:40])[C:34]1[CH:39]=[CH:38][CH:37]=[CH:36][CH:35]=1. (7) Given the product [CH:26]([Si:22]([CH:19]([CH3:20])[CH3:21])([CH:23]([CH3:25])[CH3:24])[O:3][C:1]([C:4]1[CH:10]=[CH:6][CH:7]=[CH:8][N:9]=1)=[CH2:2])([CH3:27])[CH3:28], predict the reactants needed to synthesize it. The reactants are: [C:1]([C:4]1[N:9]=[CH:8][CH:7]=[CH:6]N=1)(=[O:3])[CH3:2].[CH:10](N(CC)C(C)C)(C)C.[CH:19]([Si:22](OS(C(F)(F)F)(=O)=O)([CH:26]([CH3:28])[CH3:27])[CH:23]([CH3:25])[CH3:24])([CH3:21])[CH3:20]. (8) Given the product [O:46]1[CH2:5][CH:4]=[C:3]([C:22]2[CH:27]=[CH:26][C:25]([N:28]3[CH2:32][C@H:31]([C:33]([NH2:35])=[O:34])[O:30][C:29]3=[O:36])=[CH:24][C:23]=2[F:37])[CH2:2][CH2:1]1, predict the reactants needed to synthesize it. The reactants are: [C:1]1([As]([C:3]2[CH:4]=[CH:5]C=[CH:1][CH:2]=2)[C:3]2[CH:4]=[CH:5]C=[CH:1][CH:2]=2)C=[CH:5][CH:4]=[CH:3][CH:2]=1.C[Sn](C)(C)[C:22]1[CH:27]=[CH:26][C:25]([N:28]2[CH2:32][C@H:31]([C:33]([NH2:35])=[O:34])[O:30][C:29]2=[O:36])=[CH:24][C:23]=1[F:37].CN1CCCC1=[O:46]. (9) The reactants are: [Br:1][C:2]1[C:6]([CH3:7])=[C:5](I)[S:4][C:3]=1[CH:9]1[O:13][CH2:12][CH2:11][O:10]1.[CH3:14][O:15][C:16]1[CH:21]=[CH:20][C:19](B(O)O)=[CH:18][CH:17]=1.C([O-])([O-])=O.[K+].[K+].C(OCC)(=O)C.CCCCCC. Given the product [Br:1][C:2]1[C:6]([CH3:7])=[C:5]([C:19]2[CH:20]=[CH:21][C:16]([O:15][CH3:14])=[CH:17][CH:18]=2)[S:4][C:3]=1[CH:9]1[O:13][CH2:12][CH2:11][O:10]1, predict the reactants needed to synthesize it. (10) Given the product [C:14]([O:13][C:11](=[O:12])[NH:6][CH2:5][C:4]1[CH:7]=[CH:8][CH:9]=[CH:10][C:3]=1[Br:2])([CH3:17])([CH3:16])[CH3:15], predict the reactants needed to synthesize it. The reactants are: Cl.[Br:2][C:3]1[CH:10]=[CH:9][CH:8]=[CH:7][C:4]=1[CH2:5][NH2:6].[C:11](O[C:11]([O:13][C:14]([CH3:17])([CH3:16])[CH3:15])=[O:12])([O:13][C:14]([CH3:17])([CH3:16])[CH3:15])=[O:12].C(N(CC)CC)C.C(=O)([O-])[O-].[Na+].[Na+].